Dataset: Reaction yield outcomes from USPTO patents with 853,638 reactions. Task: Predict the reaction yield, written as a fraction of the theoretical maximum amount of product (1.0 means a 100% yield; for example, 0.34 means a 34% yield). (1) The reactants are [Cl:1][C:2]1[CH:10]=[CH:9][CH:8]=[C:7]2[C:3]=1[C:4](=[O:22])[C:5](=[O:21])[N:6]2[CH:11]([CH2:15][CH:16]1[CH2:20][CH2:19][CH2:18][CH2:17]1)[C:12](O)=[O:13].[S:23]1[CH:27]=[CH:26][N:25]=[C:24]1[NH2:28].C(N(CC)C(C)C)(C)C.F[P-](F)(F)(F)(F)F.N1(O[P+](N(C)C)(N(C)C)N(C)C)C2C=CC=CC=2N=N1. The yield is 0.640. The catalyst is CN(C)C=O.C(OCC)(=O)C. The product is [Cl:1][C:2]1[CH:10]=[CH:9][CH:8]=[C:7]2[C:3]=1[C:4](=[O:22])[C:5](=[O:21])[N:6]2[CH:11]([CH2:15][CH:16]1[CH2:20][CH2:19][CH2:18][CH2:17]1)[C:12]([NH:28][C:24]1[S:23][CH:27]=[CH:26][N:25]=1)=[O:13]. (2) The yield is 0.720. The reactants are [Cl:1][C:2]1[CH:3]=[C:4]([C:8]2[C:9]([O:17][CH3:18])=[N:10][C:11]([CH3:16])=[C:12]([CH:15]=2)[CH:13]=O)[CH:5]=[CH:6][CH:7]=1.[Cl:19]C1C=C(C2C(OC)=NC(C)=C(C=2)C#N)C=CC=1.[H-].C([Al+]CC(C)C)C(C)C. The product is [Cl:19][CH2:13][C:12]1[C:11]([CH3:16])=[N:10][C:9]([O:17][CH3:18])=[C:8]([C:4]2[CH:5]=[CH:6][CH:7]=[C:2]([Cl:1])[CH:3]=2)[CH:15]=1. The catalyst is C(Cl)Cl.